From a dataset of Full USPTO retrosynthesis dataset with 1.9M reactions from patents (1976-2016). Predict the reactants needed to synthesize the given product. (1) Given the product [CH3:1][N:2]1[C:6](=[S:21])[CH:5]=[C:4]([C:8]([F:11])([F:10])[F:9])[NH:3]1, predict the reactants needed to synthesize it. The reactants are: [CH3:1][N:2]1[C:6](=O)[CH:5]=[C:4]([C:8]([F:11])([F:10])[F:9])[NH:3]1.COC1C=CC(P2(SP(C3C=CC(OC)=CC=3)(=S)S2)=[S:21])=CC=1. (2) Given the product [ClH:9].[N:4]1[CH:5]=[CH:6][CH:7]=[CH:8][C:3]=1[C:1]([NH2:10])=[NH:2], predict the reactants needed to synthesize it. The reactants are: [C:1]([C:3]1[CH:8]=[CH:7][CH:6]=[CH:5][N:4]=1)#[N:2].[Cl-:9].[NH4+:10]. (3) Given the product [CH3:1][O:2][C:3](=[O:18])[C@@H:4]([O:15][CH2:16][CH3:17])[CH2:5][C:6]1[C:11]([CH3:12])=[CH:10][C:9]([O:13][CH2:20][C:21]2[N:22]=[C:23]([C:27]3[CH:28]=[CH:29][C:30]([CH:33]([CH3:35])[CH3:34])=[CH:31][CH:32]=3)[O:24][C:25]=2[CH3:26])=[CH:8][C:7]=1[CH3:14], predict the reactants needed to synthesize it. The reactants are: [CH3:1][O:2][C:3](=[O:18])[C@@H:4]([O:15][CH2:16][CH3:17])[CH2:5][C:6]1[C:11]([CH3:12])=[CH:10][C:9]([OH:13])=[CH:8][C:7]=1[CH3:14].Cl[CH2:20][C:21]1[N:22]=[C:23]([C:27]2[CH:32]=[CH:31][C:30]([CH:33]([CH3:35])[CH3:34])=[CH:29][CH:28]=2)[O:24][C:25]=1[CH3:26].C(C1C=CC(C=O)=CC=1)(C)C.O=P(Cl)(Cl)Cl.C(=O)([O-])[O-].[Cs+].[Cs+].[I-].[K+].